This data is from Forward reaction prediction with 1.9M reactions from USPTO patents (1976-2016). The task is: Predict the product of the given reaction. The product is: [CH:29]1([C:20]2[CH:19]=[C:18]([C:8]3([C:4]4[CH:5]=[CH:6][CH:7]=[CH:2][CH:3]=4)[C:16]4[C:11](=[N:12][CH:13]=[CH:14][CH:15]=4)[C:10]([NH2:17])=[N:9]3)[CH:23]=[C:22]([CH3:24])[C:21]=2[O:25][CH:26]([F:28])[F:27])[CH2:31][CH2:30]1. Given the reactants Br[C:2]1[CH:3]=[C:4]([C:8]2([C:18]3[CH:23]=[C:22]([CH3:24])[C:21]([O:25][CH:26]([F:28])[F:27])=[C:20]([CH:29]4[CH2:31][CH2:30]4)[CH:19]=3)[C:16]3[C:11](=[N:12][CH:13]=[CH:14][CH:15]=3)[C:10]([NH2:17])=[N:9]2)[CH:5]=[CH:6][CH:7]=1, predict the reaction product.